From a dataset of Forward reaction prediction with 1.9M reactions from USPTO patents (1976-2016). Predict the product of the given reaction. Given the reactants [Cl:1][C:2]1[CH:7]=[CH:6][N:5]=[C:4]2[N:8]([Si](C(C)C)(C(C)C)C(C)C)[CH:9]=[CH:10][C:3]=12.[Li]C(CC)C.CN([CH:29]=[O:30])C.Cl.C([O-])(O)=O.[Na+], predict the reaction product. The product is: [Cl:1][C:2]1[C:7]([CH:29]=[O:30])=[CH:6][N:5]=[C:4]2[NH:8][CH:9]=[CH:10][C:3]=12.